This data is from Full USPTO retrosynthesis dataset with 1.9M reactions from patents (1976-2016). The task is: Predict the reactants needed to synthesize the given product. (1) Given the product [CH:1]1([CH2:4][N:5]2[C:9]3=[N:10][CH:11]=[CH:12][CH:13]=[C:8]3[CH:7]=[C:6]2[C:14]2[N:18]([CH3:19])[C:17]3[C:20]([O:28][CH3:29])=[CH:21][C:22]([C:24]([OH:26])=[O:25])=[CH:23][C:16]=3[N:15]=2)[CH2:3][CH2:2]1, predict the reactants needed to synthesize it. The reactants are: [CH:1]1([CH2:4][N:5]2[C:9]3=[N:10][CH:11]=[CH:12][CH:13]=[C:8]3[CH:7]=[C:6]2[C:14]2[N:18]([CH3:19])[C:17]3[C:20]([O:28][CH3:29])=[CH:21][C:22]([C:24]([O:26]C)=[O:25])=[CH:23][C:16]=3[N:15]=2)[CH2:3][CH2:2]1.O.[OH-].[Li+].Cl. (2) Given the product [Br:1][CH:2]1[CH2:7][CH2:6][CH:5]([C:8]([O:10][CH2:11][CH3:12])=[O:9])[CH2:4][C:3]1=[O:13], predict the reactants needed to synthesize it. The reactants are: [Br:1][CH:2]1[CH2:7][CH2:6][CH:5]([C:8]([O:10][CH2:11][CH3:12])=[O:9])[CH2:4][CH:3]1[OH:13].C(O)(C)C. (3) Given the product [Br:25][C:22]1[CH:21]=[C:20]([C:26]2[N:30]=[C:29]([C:31]([NH:11][C:10]3[CH:12]=[CH:13][CH:14]=[C:8]([O:7][C:6]([F:15])([F:16])[F:5])[CH:9]=3)=[O:32])[O:28][N:27]=2)[CH:19]=[C:18]([Br:17])[C:23]=1[OH:24], predict the reactants needed to synthesize it. The reactants are: C[Al](C)C.[F:5][C:6]([F:16])([F:15])[O:7][C:8]1[CH:9]=[C:10]([CH:12]=[CH:13][CH:14]=1)[NH2:11].[Br:17][C:18]1[CH:19]=[C:20]([C:26]2[N:30]=[C:29]([C:31](OCC)=[O:32])[O:28][N:27]=2)[CH:21]=[C:22]([Br:25])[C:23]=1[OH:24].O. (4) The reactants are: [C:1]([C:7]1[CH:18]=[CH:17][CH:16]=[CH:15][C:8]=1[C:9](N(C)OC)=[O:10])#[C:2][CH2:3][CH2:4][CH2:5][CH3:6].[F:19][C:20]1[CH:28]=[CH:27][C:23]([CH2:24][Mg]Cl)=[CH:22][CH:21]=1. Given the product [F:19][C:20]1[CH:28]=[CH:27][C:23]([CH2:24][C:9]([C:8]2[CH:15]=[CH:16][CH:17]=[CH:18][C:7]=2[C:1]#[C:2][CH2:3][CH2:4][CH2:5][CH3:6])=[O:10])=[CH:22][CH:21]=1, predict the reactants needed to synthesize it. (5) Given the product [CH3:12][O:13][C:10]1[CH:9]=[CH:8][C:6]([NH2:7])=[CH:5][C:4]=1[N+:1]([O-:3])=[O:2], predict the reactants needed to synthesize it. The reactants are: [N+:1]([C:4]1[CH:5]=[C:6]([CH:8]=[CH:9][C:10]=1F)[NH2:7])([O-:3])=[O:2].[CH3:12][O-:13].[Na+].Cl.O. (6) Given the product [C:1]([O:5][C:6](=[O:18])[NH:7][C@@H:8]1[CH2:12][CH2:11][N:10]([CH2:13][C@H:14]([OH:16])[CH3:15])[CH2:9]1)([CH3:3])([CH3:2])[CH3:4], predict the reactants needed to synthesize it. The reactants are: [C:1]([O:5][C:6](=[O:18])[NH:7][C@@H:8]1[CH2:12][CH2:11][N:10]([C:13](=O)[C@H:14]([OH:16])[CH3:15])[CH2:9]1)([CH3:4])([CH3:3])[CH3:2].B.CO.